Predict the reaction yield, written as a fraction of the theoretical maximum amount of product (1.0 means a 100% yield; for example, 0.34 means a 34% yield). From a dataset of Reaction yield outcomes from USPTO patents with 853,638 reactions. (1) The reactants are [CH3:1][S:2](Cl)(=[O:4])=[O:3].[O:6]1[CH2:11][CH2:10][O:9][C:8]2[CH:12]=[C:13]([C:16]([NH:18][C@@H:19]3[CH2:24][CH2:23][N:22]([C:25]([O:27][C:28]([CH3:31])([CH3:30])[CH3:29])=[O:26])[C@@H:21]([C:32]4[N:36]([CH2:37][CH2:38][OH:39])[C:35]5[CH:40]=[CH:41][CH:42]=[CH:43][C:34]=5[N:33]=4)[CH2:20]3)=[O:17])[CH:14]=[CH:15][C:7]1=2.O.C(OCC)(=O)C. The catalyst is CN(C1C=CN=CC=1)C.N1C=CC=CC=1. The product is [O:6]1[CH2:11][CH2:10][O:9][C:8]2[CH:12]=[C:13]([C:16]([NH:18][C@@H:19]3[CH2:24][CH2:23][N:22]([C:25]([O:27][C:28]([CH3:31])([CH3:30])[CH3:29])=[O:26])[C@@H:21]([C:32]4[N:36]([CH2:37][CH2:38][O:39][S:2]([CH3:1])(=[O:4])=[O:3])[C:35]5[CH:40]=[CH:41][CH:42]=[CH:43][C:34]=5[N:33]=4)[CH2:20]3)=[O:17])[CH:14]=[CH:15][C:7]1=2. The yield is 0.730. (2) The reactants are [Cl:1][C:2]1[C:7]([Cl:8])=[CH:6][CH:5]=[CH:4][C:3]=1[N:9]1[CH2:14][CH2:13][N:12]([CH2:15][CH2:16][CH2:17][CH:18]=[CH:19][C:20]2[CH:21]=[CH:22][C:23]3[O:24][CH2:25][C:26](=[O:30])[NH:27][C:28]=3[N:29]=2)[CH2:11][CH2:10]1.C(OCC)(=O)C. The catalyst is C1COCC1.[Ni]. The product is [Cl:1][C:2]1[C:7]([Cl:8])=[CH:6][CH:5]=[CH:4][C:3]=1[N:9]1[CH2:14][CH2:13][N:12]([CH2:15][CH2:16][CH2:17][CH2:18][CH2:19][C:20]2[CH:21]=[CH:22][C:23]3[O:24][CH2:25][C:26](=[O:30])[NH:27][C:28]=3[N:29]=2)[CH2:11][CH2:10]1. The yield is 0.830.